From a dataset of NCI-60 drug combinations with 297,098 pairs across 59 cell lines. Regression. Given two drug SMILES strings and cell line genomic features, predict the synergy score measuring deviation from expected non-interaction effect. (1) Cell line: NCI-H522. Synergy scores: CSS=62.1, Synergy_ZIP=3.40, Synergy_Bliss=7.05, Synergy_Loewe=-13.5, Synergy_HSA=4.92. Drug 1: CCC1=CC2CC(C3=C(CN(C2)C1)C4=CC=CC=C4N3)(C5=C(C=C6C(=C5)C78CCN9C7C(C=CC9)(C(C(C8N6C)(C(=O)OC)O)OC(=O)C)CC)OC)C(=O)OC.C(C(C(=O)O)O)(C(=O)O)O. Drug 2: CC1=C(C=C(C=C1)C(=O)NC2=CC(=CC(=C2)C(F)(F)F)N3C=C(N=C3)C)NC4=NC=CC(=N4)C5=CN=CC=C5. (2) Drug 1: CCC1(C2=C(COC1=O)C(=O)N3CC4=CC5=C(C=CC(=C5CN(C)C)O)N=C4C3=C2)O.Cl. Drug 2: CC1CCCC2(C(O2)CC(NC(=O)CC(C(C(=O)C(C1O)C)(C)C)O)C(=CC3=CSC(=N3)C)C)C. Cell line: U251. Synergy scores: CSS=52.7, Synergy_ZIP=-6.51, Synergy_Bliss=-11.9, Synergy_Loewe=-7.91, Synergy_HSA=-6.01. (3) Drug 1: COC1=C(C=C2C(=C1)N=CN=C2NC3=CC(=C(C=C3)F)Cl)OCCCN4CCOCC4. Drug 2: CC1=C2C(C(=O)C3(C(CC4C(C3C(C(C2(C)C)(CC1OC(=O)C(C(C5=CC=CC=C5)NC(=O)OC(C)(C)C)O)O)OC(=O)C6=CC=CC=C6)(CO4)OC(=O)C)O)C)O. Cell line: SN12C. Synergy scores: CSS=60.3, Synergy_ZIP=2.47, Synergy_Bliss=4.83, Synergy_Loewe=9.04, Synergy_HSA=10.6.